Dataset: Full USPTO retrosynthesis dataset with 1.9M reactions from patents (1976-2016). Task: Predict the reactants needed to synthesize the given product. (1) Given the product [CH2:7]([O:25][C:26]1[CH:27]=[C:28]([CH:70]([CH2:71][SH:72])[CH2:74][SH:73])[CH:29]=[C:30]([O:51][CH2:52][CH2:53][CH2:54][CH2:55][CH2:56][CH2:57][CH2:58][CH2:59][CH2:60][CH2:61][CH2:62][CH2:63][CH2:64][CH2:65][CH2:66][CH2:67][CH2:68][CH3:69])[CH:31]=1)[CH2:8][CH2:9][CH2:10][CH2:11][CH2:12][CH2:13][CH2:14][CH2:15][CH2:16][CH2:17][CH2:18][CH2:19][CH2:20][CH2:21][CH2:22][CH2:23][CH3:24], predict the reactants needed to synthesize it. The reactants are: [H-].[H-].[H-].[H-].[Li+].[Al+3].[CH2:7]([O:25][C:26]1[CH:27]=[C:28]([CH:70]2[CH2:74][S:73][S:72][CH2:71]2)[CH:29]=[C:30]([O:51][CH2:52][CH2:53][CH2:54][CH2:55][CH2:56][CH2:57][CH2:58][CH2:59][CH2:60][CH2:61][CH2:62][CH2:63][CH2:64][CH2:65][CH2:66][CH2:67][CH2:68][CH3:69])[C:31]=1OCCCCCCCCCCCCCCCCCC)[CH2:8][CH2:9][CH2:10][CH2:11][CH2:12][CH2:13][CH2:14][CH2:15][CH2:16][CH2:17][CH2:18][CH2:19][CH2:20][CH2:21][CH2:22][CH2:23][CH3:24]. (2) Given the product [CH3:37][N:30]([CH:31]1[CH2:36][CH2:35][O:34][CH2:33][CH2:32]1)[C:20]1[N:21]=[C:22]([N:24]2[CH2:25][CH2:26][O:27][CH2:28][CH2:29]2)[N:23]=[C:18]([C:9]2[CH:14]=[N:13][C:12]([NH2:15])=[N:11][CH:10]=2)[CH:19]=1, predict the reactants needed to synthesize it. The reactants are: CC1(C)C(C)(C)OB([C:9]2[CH:10]=[N:11][C:12]([NH2:15])=[N:13][CH:14]=2)O1.Cl[C:18]1[N:23]=[C:22]([N:24]2[CH2:29][CH2:28][O:27][CH2:26][CH2:25]2)[N:21]=[C:20]([N:30]([CH3:37])[CH:31]2[CH2:36][CH2:35][O:34][CH2:33][CH2:32]2)[CH:19]=1.C([O-])([O-])=O.[Na+].[Na+]. (3) Given the product [CH2:1]([O:8][C:9]1[CH:26]=[C:25]([N+:27]([O-:29])=[O:28])[CH:24]=[CH:23][C:10]=1[C:11]1[O:22][C@@H:20]([CH3:21])[C@@H:14]([C:15]([NH:17][CH2:18][CH3:19])=[O:16])[N:13]=1)[C:2]1[CH:3]=[CH:4][CH:5]=[CH:6][CH:7]=1, predict the reactants needed to synthesize it. The reactants are: [CH2:1]([O:8][C:9]1[CH:26]=[C:25]([N+:27]([O-:29])=[O:28])[CH:24]=[CH:23][C:10]=1[C:11]([NH:13][C@@H:14]([C@H:20]([OH:22])[CH3:21])[C:15]([NH:17][CH2:18][CH3:19])=[O:16])=O)[C:2]1[CH:7]=[CH:6][CH:5]=[CH:4][CH:3]=1.O=S(Cl)Cl.C(=O)([O-])[O-].[Na+].[Na+]. (4) Given the product [C:12]1([C:10]2[C:9]3[C:4](=[CH:5][CH:6]=[CH:7][CH:8]=3)[N:3]=[C:2]([NH:18][C:19]3[CH:27]=[CH:26][C:22]([C:23]([OH:25])=[O:24])=[CH:21][CH:20]=3)[N:11]=2)[CH:17]=[CH:16][CH:15]=[CH:14][CH:13]=1, predict the reactants needed to synthesize it. The reactants are: Cl[C:2]1[N:11]=[C:10]([C:12]2[CH:17]=[CH:16][CH:15]=[CH:14][CH:13]=2)[C:9]2[C:4](=[CH:5][CH:6]=[CH:7][CH:8]=2)[N:3]=1.[NH2:18][C:19]1[CH:27]=[CH:26][C:22]([C:23]([OH:25])=[O:24])=[CH:21][CH:20]=1. (5) Given the product [CH3:1][C@@:2]12[C:10](=[O:11])[CH2:9][CH2:8][C@H:7]1[C@@H:6]1[CH2:12][CH:13]=[C:14]3[CH2:19][C@@H:18]([OH:20])[CH2:17][CH2:16][C@:15]3([CH3:21])[C@H:5]1[CH2:4][CH2:3]2.[C:22]([OH:31])(=[O:30])[CH:23]([CH:25]([C:27]([OH:29])=[O:28])[OH:26])[OH:24], predict the reactants needed to synthesize it. The reactants are: [CH3:1][C@@:2]12[C:10](=[O:11])[CH2:9][CH2:8][C@H:7]1[C@@H:6]1[CH2:12][CH:13]=[C:14]3[CH2:19][C@@H:18]([OH:20])[CH2:17][CH2:16][C@:15]3([CH3:21])[C@H:5]1[CH2:4][CH2:3]2.[C:22]([OH:31])(=[O:30])[CH:23]([CH:25]([C:27]([OH:29])=[O:28])[OH:26])[OH:24].C(O)(=O)[C@@H]([C@H](C(O)=O)O)O. (6) Given the product [CH2:16]([N:14]([CH3:15])[C:12]1[C:11]([C:20]([F:21])([F:23])[F:22])=[CH:10][C:9]2[NH:24][C:25](=[O:41])[CH2:26][C:27]([C:29]3[CH:34]=[CH:33][CH:32]=[C:31]([C:35]4[O:39][N:38]=[C:37]([CH3:40])[CH:36]=4)[CH:30]=3)=[N:7][C:8]=2[CH:13]=1)[CH:17]([CH3:18])[CH3:19], predict the reactants needed to synthesize it. The reactants are: C(OC(=O)[NH:7][C:8]1[CH:13]=[C:12]([N:14]([CH2:16][CH:17]([CH3:19])[CH3:18])[CH3:15])[C:11]([C:20]([F:23])([F:22])[F:21])=[CH:10][C:9]=1[NH:24][C:25](=[O:41])[CH2:26][C:27]([C:29]1[CH:34]=[CH:33][CH:32]=[C:31]([C:35]2[O:39][N:38]=[C:37]([CH3:40])[CH:36]=2)[CH:30]=1)=O)(C)(C)C.C(O)(C(F)(F)F)=O. (7) Given the product [C:36]([N:3]1[CH2:8][CH2:7][CH:6]([NH:9][C:10]([NH:12][C:13]2[N:14]=[C:15]3[CH:21]=[CH:20][N:19]([CH2:22][O:23][CH2:24][CH2:25][Si:26]([CH3:29])([CH3:28])[CH3:27])[C:16]3=[N:17][CH:18]=2)=[O:11])[CH2:5][CH2:4]1)(=[O:38])[CH3:37], predict the reactants needed to synthesize it. The reactants are: Cl.Cl.[NH:3]1[CH2:8][CH2:7][CH:6]([NH:9][C:10]([NH:12][C:13]2[N:14]=[C:15]3[CH:21]=[CH:20][N:19]([CH2:22][O:23][CH2:24][CH2:25][Si:26]([CH3:29])([CH3:28])[CH3:27])[C:16]3=[N:17][CH:18]=2)=[O:11])[CH2:5][CH2:4]1.N1C=CC=CC=1.[C:36](OC(=O)C)(=[O:38])[CH3:37]. (8) Given the product [Si:31]([O:21][C@H:7]([C@H:5]1[CH2:4][O:3][C:2]([CH3:22])([CH3:1])[O:6]1)[C@@H:8]1[O:12][C:11]([CH3:13])([CH3:14])[O:10][C@@H:9]1[C@@H:15]([OH:20])[C:16]([F:18])([F:17])[F:19])([C:34]([CH3:37])([CH3:36])[CH3:35])([CH3:33])[CH3:32], predict the reactants needed to synthesize it. The reactants are: [CH3:1][C:2]1([CH3:22])[O:6][C@@H:5]([C@@H:7]([OH:21])[C@@H:8]2[O:12][C:11]([CH3:14])([CH3:13])[O:10][C@@H:9]2[C@@H:15]([OH:20])[C:16]([F:19])([F:18])[F:17])[CH2:4][O:3]1.N1C(C)=CC=CC=1C.[Si:31](OS(C(F)(F)F)(=O)=O)([C:34]([CH3:37])([CH3:36])[CH3:35])([CH3:33])[CH3:32].CCOC(C)=O. (9) Given the product [CH2:1]([C:4]1[C:13]2[O:12][CH2:11][C:10](=[S:24])[NH:9][C:8]=2[CH:7]=[CH:6][CH:5]=1)[CH:2]=[CH2:3], predict the reactants needed to synthesize it. The reactants are: [CH2:1]([C:4]1[C:13]2[O:12][CH2:11][C:10](=O)[NH:9][C:8]=2[CH:7]=[CH:6][CH:5]=1)[CH:2]=[CH2:3].COC1C=CC(P2(SP(C3C=CC(OC)=CC=3)(=S)S2)=[S:24])=CC=1.